Predict the reactants needed to synthesize the given product. From a dataset of Retrosynthesis with 50K atom-mapped reactions and 10 reaction types from USPTO. (1) The reactants are: C=CCN.CCOC(=O)C(Cc1cc(-c2ccc(Br)cc2)n(-c2ccc(C)cc2)n1)c1cccc(C)c1. Given the product C=CCNc1ccc(-c2cc(CC(C(=O)OCC)c3cccc(C)c3)nn2-c2ccc(C)cc2)cc1, predict the reactants needed to synthesize it. (2) Given the product COc1ccc(C(=O)N(C)c2ccc(C(=O)O)cc2)cc1, predict the reactants needed to synthesize it. The reactants are: CNc1ccc(C(=O)O)cc1.COc1ccc(C(=O)Cl)cc1. (3) Given the product COc1ccc(S(=O)(=O)Nc2cncc(-c3ccc(-c4ccc5c(c4)CN(C)C5=O)s3)c2)cc1, predict the reactants needed to synthesize it. The reactants are: CN1Cc2cc(-c3ccc(-c4cncc(N)c4)s3)ccc2C1=O.COc1ccc(S(=O)(=O)Cl)cc1. (4) Given the product CC(C)(C)COC(=O)Cc1cccc2c(=O)cc(C3=CCCCC3)oc12, predict the reactants needed to synthesize it. The reactants are: CC(C)(C)CO.O=C(O)Cc1cccc2c(=O)cc(C3=CCCCC3)oc12. (5) Given the product C=C(c1ccc(F)cc1F)[C@@H](C)OC1CCCCO1, predict the reactants needed to synthesize it. The reactants are: C[C@@H](OC1CCCCO1)C(=O)c1ccc(F)cc1F.C[Si](C)(C)[N-][Si](C)(C)C.